This data is from Reaction yield outcomes from USPTO patents with 853,638 reactions. The task is: Predict the reaction yield, written as a fraction of the theoretical maximum amount of product (1.0 means a 100% yield; for example, 0.34 means a 34% yield). (1) The reactants are [C:1]1(/[CH:7]=[CH:8]/[C:9]2[C:17]3[O:16][CH:15]([CH2:18][N:19]=[N+]=[N-])[CH2:14][C:13]=3[CH:12]=[CH:11][CH:10]=2)[CH:6]=[CH:5][CH:4]=[CH:3][CH:2]=1. The catalyst is [Pd]. The product is [C:1]1([CH2:7][CH2:8][C:9]2[C:17]3[O:16][CH:15]([CH2:18][NH2:19])[CH2:14][C:13]=3[CH:12]=[CH:11][CH:10]=2)[CH:6]=[CH:5][CH:4]=[CH:3][CH:2]=1. The yield is 0.480. (2) The reactants are [CH3:1][C:2]1([CH3:31])[CH2:11][C:10]2[C:5](=[CH:6][CH:7]=[C:8]([C:12]([O:14]C)=[O:13])[CH:9]=2)[NH:4][CH:3]1[C:16]1[CH:21]=[CH:20][CH:19]=[C:18]([C:22](=[O:30])[NH:23][CH:24]2[CH2:28][CH2:27][N:26]([CH3:29])[CH2:25]2)[CH:17]=1.[OH-].[Na+]. The catalyst is CO. The product is [CH3:1][C:2]1([CH3:31])[CH2:11][C:10]2[C:5](=[CH:6][CH:7]=[C:8]([C:12]([OH:14])=[O:13])[CH:9]=2)[NH:4][CH:3]1[C:16]1[CH:21]=[CH:20][CH:19]=[C:18]([C:22](=[O:30])[NH:23][CH:24]2[CH2:28][CH2:27][N:26]([CH3:29])[CH2:25]2)[CH:17]=1. The yield is 0.538. (3) The reactants are C([N:8]1[CH2:13][CH2:12][N:11]([C:14]2[CH:15]=[C:16]3[C:20](=[CH:21][CH:22]=2)[NH:19][N:18]=[CH:17]3)[CH:10]([CH2:23][CH:24]2[CH2:29][CH2:28][O:27][CH2:26][CH2:25]2)[CH2:9]1)C1C=CC=CC=1.C([O-])=O.[NH4+]. The catalyst is CO.[OH-].[OH-].[Pd+2]. The product is [O:27]1[CH2:28][CH2:29][CH:24]([CH2:23][CH:10]2[CH2:9][NH:8][CH2:13][CH2:12][N:11]2[C:14]2[CH:15]=[C:16]3[C:20](=[CH:21][CH:22]=2)[NH:19][N:18]=[CH:17]3)[CH2:25][CH2:26]1. The yield is 0.620. (4) The reactants are [H-].[Na+].[CH3:3][N:4]1[CH:8]=[N:7][C:6]([C:9]([O-:11])=[O:10])=[N:5]1.[CH3:12][Si:13]([CH2:16][CH2:17][O:18]CCl)([CH3:15])[CH3:14].[CH3:21]N(C=O)C. No catalyst specified. The product is [CH3:21][O:10][C:9]([C:6]1[N:7]=[CH:8][N:4]([CH2:3][O:18][CH2:17][CH2:16][Si:13]([CH3:15])([CH3:14])[CH3:12])[N:5]=1)=[O:11]. The yield is 0.410. (5) The reactants are [H-].[Al+3].[Li+].[H-].[H-].[H-].[Cl:7][C:8]1[CH:9]=[C:10]([C:15]2[O:19][C:18](/[CH:20]=[CH:21]/[NH2:22])=[CH:17][CH:16]=2)[CH:11]=[CH:12][C:13]=1[Cl:14].CO.O. The catalyst is C1COCC1. The product is [Cl:7][C:8]1[CH:9]=[C:10]([C:15]2[O:19][C:18]([CH2:20][CH2:21][NH2:22])=[CH:17][CH:16]=2)[CH:11]=[CH:12][C:13]=1[Cl:14]. The yield is 0.110. (6) The reactants are [OH:1][C:2]1[N:6]([C:7]2[CH:12]=[CH:11][C:10]([C:13](=[O:22])[NH:14][CH2:15][CH:16]3[CH2:21][CH2:20][O:19][CH2:18][CH2:17]3)=[CH:9][N:8]=2)[N:5]=[CH:4][C:3]=1[C:23]([O:25][CH2:26][CH3:27])=[O:24].[CH3:28]COC(C)=O.[N+](=C[Si](C)(C)C)=[N-].C(O)(=O)C. The catalyst is CO. The product is [CH3:28][O:1][C:2]1[N:6]([C:7]2[CH:12]=[CH:11][C:10]([C:13](=[O:22])[NH:14][CH2:15][CH:16]3[CH2:17][CH2:18][O:19][CH2:20][CH2:21]3)=[CH:9][N:8]=2)[N:5]=[CH:4][C:3]=1[C:23]([O:25][CH2:26][CH3:27])=[O:24]. The yield is 0.655. (7) The reactants are [CH3:1][O:2][C:3]1[C:11]([CH3:12])=[C:10]2[C:6]([C:7](=[O:13])[O:8][CH2:9]2)=[C:5]([O:14][CH2:15][CH2:16][Si:17]([CH3:20])([CH3:19])[CH3:18])[C:4]=1[CH2:21]C=O.C1(P(C2C=CC=CC=2)(C2C=CC=CC=2)=[C:31]([CH2:34][CH3:35])[CH:32]=[O:33])C=CC=CC=1.[C:48]1(C)C=CC=CC=1. No catalyst specified. The product is [CH2:34]([C:31](=[CH:48][CH2:21][C:4]1[C:5]([O:14][CH2:15][CH2:16][Si:17]([CH3:20])([CH3:18])[CH3:19])=[C:6]2[C:10](=[C:11]([CH3:12])[C:3]=1[O:2][CH3:1])[CH2:9][O:8][C:7]2=[O:13])[CH:32]=[O:33])[CH3:35]. The yield is 0.830. (8) The yield is 0.910. The reactants are [C:1]([O:5][C:6]([C:8]([NH2:12])([OH:11])[CH2:9][CH3:10])=[O:7])([CH3:4])([CH3:3])[CH3:2].[OH:13][C:14]([CH:16]([C:18]1[CH:27]=[CH:26][C:21]([CH2:22][CH:23]([CH3:25])[CH3:24])=[CH:20][CH:19]=1)[CH3:17])=[O:15].CCN=C=NCCCN(C)C.Cl.C(OCC)(=O)C. The product is [C:6]([C:8]([NH2:12])([OH:11])[CH2:9][CH3:10])([O:5][C:1]([CH3:2])([CH3:4])[CH3:3])=[O:7].[OH:15][C:14]([CH:16]([C:18]1[CH:19]=[CH:20][C:21]([CH2:22][CH:23]([CH3:24])[CH3:25])=[CH:26][CH:27]=1)[CH3:17])=[O:13]. The catalyst is ClCCl.CN(C1C=CN=CC=1)C.